Dataset: Forward reaction prediction with 1.9M reactions from USPTO patents (1976-2016). Task: Predict the product of the given reaction. (1) Given the reactants FC(F)(F)C(O)=O.[Br:8][C:9]1[CH:14]=[CH:13][N:12]=[C:11]2[NH:15][C:16]([CH2:18][C:19]([OH:21])=O)=[CH:17][C:10]=12.[CH3:22][N:23](C(ON1N=NC2C=CC=CC1=2)=[N+](C)C)C.[B-](F)(F)(F)F.C(N(CC)C(C)C)(C)C.CN, predict the reaction product. The product is: [Br:8][C:9]1[CH:14]=[CH:13][N:12]=[C:11]2[NH:15][C:16]([CH2:18][C:19]([NH:23][CH3:22])=[O:21])=[CH:17][C:10]=12. (2) Given the reactants [CH3:1][C:2]1[C:6]([CH3:7])=[C:5]([C:8]([OH:10])=O)[NH:4][N:3]=1.F[P-](F)(F)(F)(F)F.N1(O[P+](N2CCCC2)(N2CCCC2)N2CCCC2)C2C=CC=CC=2N=N1.C(N(CC)C(C)C)(C)C.[F:53][C:54]1[CH:59]=[CH:58][C:57]([C:60]2[CH:69]=[C:63]3[N:64]=[CH:65][C:66]([NH2:68])=[CH:67][N:62]3[N:61]=2)=[CH:56][CH:55]=1, predict the reaction product. The product is: [F:53][C:54]1[CH:55]=[CH:56][C:57]([C:60]2[CH:69]=[C:63]3[N:64]=[CH:65][C:66]([NH:68][C:8]([C:5]4[C:6]([CH3:7])=[C:2]([CH3:1])[NH:3][N:4]=4)=[O:10])=[CH:67][N:62]3[N:61]=2)=[CH:58][CH:59]=1.